From a dataset of NCI-60 drug combinations with 297,098 pairs across 59 cell lines. Regression. Given two drug SMILES strings and cell line genomic features, predict the synergy score measuring deviation from expected non-interaction effect. (1) Drug 1: CC1=C(C(=CC=C1)Cl)NC(=O)C2=CN=C(S2)NC3=CC(=NC(=N3)C)N4CCN(CC4)CCO. Drug 2: CC(C)CN1C=NC2=C1C3=CC=CC=C3N=C2N. Cell line: OVCAR-4. Synergy scores: CSS=0.193, Synergy_ZIP=0.103, Synergy_Bliss=-0.116, Synergy_Loewe=-0.540, Synergy_HSA=-1.10. (2) Drug 1: CCC1(CC2CC(C3=C(CCN(C2)C1)C4=CC=CC=C4N3)(C5=C(C=C6C(=C5)C78CCN9C7C(C=CC9)(C(C(C8N6C)(C(=O)OC)O)OC(=O)C)CC)OC)C(=O)OC)O.OS(=O)(=O)O. Drug 2: N.N.Cl[Pt+2]Cl. Cell line: NCI-H226. Synergy scores: CSS=11.0, Synergy_ZIP=-3.16, Synergy_Bliss=-0.142, Synergy_Loewe=-1.48, Synergy_HSA=-1.73. (3) Synergy scores: CSS=70.6, Synergy_ZIP=3.91, Synergy_Bliss=4.49, Synergy_Loewe=4.53, Synergy_HSA=6.03. Drug 1: COC1=CC(=CC(=C1O)OC)C2C3C(COC3=O)C(C4=CC5=C(C=C24)OCO5)OC6C(C(C7C(O6)COC(O7)C8=CC=CS8)O)O. Cell line: A549. Drug 2: CC=C1C(=O)NC(C(=O)OC2CC(=O)NC(C(=O)NC(CSSCCC=C2)C(=O)N1)C(C)C)C(C)C. (4) Drug 1: CC(C)(C#N)C1=CC(=CC(=C1)CN2C=NC=N2)C(C)(C)C#N. Drug 2: CC1=C(C=C(C=C1)C(=O)NC2=CC(=CC(=C2)C(F)(F)F)N3C=C(N=C3)C)NC4=NC=CC(=N4)C5=CN=CC=C5. Cell line: MCF7. Synergy scores: CSS=0.0340, Synergy_ZIP=0.451, Synergy_Bliss=-0.00614, Synergy_Loewe=-1.45, Synergy_HSA=-2.08. (5) Drug 1: C#CCC(CC1=CN=C2C(=N1)C(=NC(=N2)N)N)C3=CC=C(C=C3)C(=O)NC(CCC(=O)O)C(=O)O. Drug 2: C1C(C(OC1N2C=NC(=NC2=O)N)CO)O. Cell line: SF-295. Synergy scores: CSS=1.54, Synergy_ZIP=-0.873, Synergy_Bliss=-2.98, Synergy_Loewe=-2.30, Synergy_HSA=-3.13. (6) Drug 1: C1CCC(CC1)NC(=O)N(CCCl)N=O. Drug 2: C1=NC2=C(N1)C(=S)N=C(N2)N. Cell line: HT29. Synergy scores: CSS=57.5, Synergy_ZIP=2.03, Synergy_Bliss=4.02, Synergy_Loewe=-9.74, Synergy_HSA=6.33. (7) Drug 1: C1=CC(=C2C(=C1NCCNCCO)C(=O)C3=C(C=CC(=C3C2=O)O)O)NCCNCCO. Drug 2: CC1=C2C(C(=O)C3(C(CC4C(C3C(C(C2(C)C)(CC1OC(=O)C(C(C5=CC=CC=C5)NC(=O)C6=CC=CC=C6)O)O)OC(=O)C7=CC=CC=C7)(CO4)OC(=O)C)O)C)OC(=O)C. Cell line: T-47D. Synergy scores: CSS=32.1, Synergy_ZIP=-1.24, Synergy_Bliss=-0.261, Synergy_Loewe=0.327, Synergy_HSA=1.18. (8) Drug 1: CCN(CC)CCCC(C)NC1=C2C=C(C=CC2=NC3=C1C=CC(=C3)Cl)OC. Drug 2: CC1C(C(CC(O1)OC2CC(CC3=C2C(=C4C(=C3O)C(=O)C5=CC=CC=C5C4=O)O)(C(=O)C)O)N)O. Cell line: HOP-62. Synergy scores: CSS=39.7, Synergy_ZIP=-6.60, Synergy_Bliss=-10.1, Synergy_Loewe=-23.7, Synergy_HSA=-7.32. (9) Drug 1: CC12CCC(CC1=CCC3C2CCC4(C3CC=C4C5=CN=CC=C5)C)O. Drug 2: CCN(CC)CCNC(=O)C1=C(NC(=C1C)C=C2C3=C(C=CC(=C3)F)NC2=O)C. Cell line: OVCAR3. Synergy scores: CSS=5.16, Synergy_ZIP=-0.855, Synergy_Bliss=-1.87, Synergy_Loewe=-6.53, Synergy_HSA=-6.43. (10) Drug 1: CC1=CC2C(CCC3(C2CCC3(C(=O)C)OC(=O)C)C)C4(C1=CC(=O)CC4)C. Drug 2: C1=CC=C(C(=C1)C(C2=CC=C(C=C2)Cl)C(Cl)Cl)Cl. Cell line: TK-10. Synergy scores: CSS=-1.57, Synergy_ZIP=1.70, Synergy_Bliss=1.67, Synergy_Loewe=-2.82, Synergy_HSA=-2.82.